From a dataset of Catalyst prediction with 721,799 reactions and 888 catalyst types from USPTO. Predict which catalyst facilitates the given reaction. (1) Reactant: [Cl:1][C:2]1[C:7]([NH2:8])=[C:6](Cl)[N:5]=[CH:4][N:3]=1.[CH3:10][C:11]([CH3:14])([O-:13])[CH3:12].[Na+].I[CH2:17][CH2:18][CH2:19][CH3:20].C([O-])(O)=O.[Na+]. Product: [C:11]([O:13][C:6]1[C:7]([NH:8][CH2:17][CH2:18][CH2:19][CH3:20])=[C:2]([Cl:1])[N:3]=[CH:4][N:5]=1)([CH3:14])([CH3:12])[CH3:10]. The catalyst class is: 287. (2) Reactant: [CH3:1][NH:2][C:3]1[CH:13]=[CH:12][C:6]2[O:7][C:8]([F:11])([F:10])[O:9][C:5]=2[CH:4]=1.[Br:14][CH2:15][C:16]([OH:18])=O.C(Cl)CCl. Product: [Br:14][CH2:15][C:16]([N:2]([C:3]1[CH:13]=[CH:12][C:6]2[O:7][C:8]([F:11])([F:10])[O:9][C:5]=2[CH:4]=1)[CH3:1])=[O:18]. The catalyst class is: 808. (3) Reactant: [Br:1][C:2]1[CH:7]=[CH:6][C:5]([C:8](=[N:22][O:23][CH2:24][CH3:25])[CH:9]2[CH2:14][CH2:13][N:12]([C:15]3([CH3:21])[CH2:20][CH2:19][NH:18][CH2:17][CH2:16]3)[CH2:11][CH2:10]2)=[CH:4][CH:3]=1.[N:26]1[C:35]2[C:30](=[CH:31][CH:32]=[CH:33][CH:34]=2)[N:29]=[CH:28][C:27]=1[C:36](O)=[O:37].CCN(CC)CC.CN(C(ON1N=NC2C=CC=NC1=2)=[N+](C)C)C.F[P-](F)(F)(F)(F)F. Product: [Br:1][C:2]1[CH:7]=[CH:6][C:5]([C:8](=[N:22][O:23][CH2:24][CH3:25])[CH:9]2[CH2:10][CH2:11][N:12]([C:15]3([CH3:21])[CH2:20][CH2:19][N:18]([C:36]([C:27]4[CH:28]=[N:29][C:30]5[C:35](=[CH:34][CH:33]=[CH:32][CH:31]=5)[N:26]=4)=[O:37])[CH2:17][CH2:16]3)[CH2:13][CH2:14]2)=[CH:4][CH:3]=1. The catalyst class is: 3. (4) Reactant: [F:1][C:2]1[CH:3]=[C:4]([CH:6]=[CH:7][C:8]=1[N:9]1[CH2:14][CH2:13][O:12][CH2:11][CH2:10]1)[NH2:5].C[Al](C)C.C[O:20][C:21](=O)/[CH:22]=[C:23](\[NH:25][C:26](=O)[CH2:27][O:28][C:29]1[CH:34]=[CH:33][C:32]([F:35])=[C:31]([F:36])[CH:30]=1)/[CH3:24]. Product: [F:36][C:31]1[CH:30]=[C:29]([CH:34]=[CH:33][C:32]=1[F:35])[O:28][CH2:27][C:26]1[N:5]([C:4]2[CH:6]=[CH:7][C:8]([N:9]3[CH2:14][CH2:13][O:12][CH2:11][CH2:10]3)=[C:2]([F:1])[CH:3]=2)[C:21](=[O:20])[CH:22]=[C:23]([CH3:24])[N:25]=1. The catalyst class is: 2. (5) Reactant: [CH:1]1[C:13]2[N:12]([C:14]3[CH:19]=[CH:18][C:17]([C:20]4[O:21][C:22]([C:25]5[CH:30]=[CH:29][CH:28]=[C:27]([O:31]C)[CH:26]=5)=[N:23][N:24]=4)=[CH:16][CH:15]=3)[C:11]3[C:6](=[CH:7][CH:8]=[CH:9][CH:10]=3)[C:5]=2[CH:4]=[CH:3][CH:2]=1.B(Br)(Br)Br.C(=O)=O.CC(C)=O. Product: [CH:10]1[C:11]2[N:12]([C:14]3[CH:19]=[CH:18][C:17]([C:20]4[O:21][C:22]([C:25]5[CH:26]=[C:27]([OH:31])[CH:28]=[CH:29][CH:30]=5)=[N:23][N:24]=4)=[CH:16][CH:15]=3)[C:13]3[C:5](=[CH:4][CH:3]=[CH:2][CH:1]=3)[C:6]=2[CH:7]=[CH:8][CH:9]=1. The catalyst class is: 4.